This data is from Forward reaction prediction with 1.9M reactions from USPTO patents (1976-2016). The task is: Predict the product of the given reaction. (1) The product is: [Br:3][C:4]1[N:5]=[C:6]2[CH:11]=[C:12]([CH3:13])[N:10]([S:20]([C:17]3[CH:18]=[CH:19][C:14]([CH3:24])=[CH:15][CH:16]=3)(=[O:22])=[O:21])[C:7]2=[N:8][CH:9]=1. Given the reactants [H-].[Na+].[Br:3][C:4]1[N:5]=[C:6]([C:11]#[C:12][CH3:13])[C:7]([NH2:10])=[N:8][CH:9]=1.[C:14]1([CH3:24])[CH:19]=[CH:18][C:17]([S:20](Cl)(=[O:22])=[O:21])=[CH:16][CH:15]=1.Cl, predict the reaction product. (2) Given the reactants [O:1]1[C:9]2[C:4](=[N:5][C:6]([C:10]([O:12][CH2:13][CH3:14])=[O:11])=[CH:7][CH:8]=2)[CH:3]=[CH:2]1.[Br:15]Br, predict the reaction product. The product is: [Br:15][C:3]1[C:4]2=[N:5][C:6]([C:10]([O:12][CH2:13][CH3:14])=[O:11])=[CH:7][CH:8]=[C:9]2[O:1][CH:2]=1. (3) Given the reactants [C:1]([O:5][C:6]([C@H:8]([CH2:13]I)[C:9]([O:11][CH3:12])=[O:10])=[O:7])([CH3:4])([CH3:3])[CH3:2].Cl[C:16]1[S:17][CH:18]=[C:19]([Cl:21])[N:20]=1, predict the reaction product. The product is: [C:1]([O:5][C:6]([C@@H:8]([CH2:13][C:16]1[S:17][CH:18]=[C:19]([Cl:21])[N:20]=1)[C:9]([O:11][CH3:12])=[O:10])=[O:7])([CH3:4])([CH3:3])[CH3:2]. (4) Given the reactants [F:1][C:2]1[CH:16]=[CH:15][C:5]([CH2:6][O:7][C:8]2[CH:14]=[CH:13][C:11]([NH2:12])=[CH:10][CH:9]=2)=[CH:4][CH:3]=1.[Cl:17][C:18]1[C:27]2[C:22](=[CH:23][CH:24]=[C:25]([C:28]3[O:29][C:30]([CH3:33])=[N:31][N:32]=3)[CH:26]=2)[N:21]=[CH:20][N:19]=1, predict the reaction product. The product is: [ClH:17].[F:1][C:2]1[CH:16]=[CH:15][C:5]([CH2:6][O:7][C:8]2[CH:14]=[CH:13][C:11]([NH:12][C:18]3[C:27]4[C:22](=[CH:23][CH:24]=[C:25]([C:28]5[O:29][C:30]([CH3:33])=[N:31][N:32]=5)[CH:26]=4)[N:21]=[CH:20][N:19]=3)=[CH:10][CH:9]=2)=[CH:4][CH:3]=1. (5) Given the reactants [Cl-].O[NH3+:3].[C:4](=[O:7])([O-])[OH:5].[Na+].CS(C)=O.[CH2:13]([N:20]1[C:25](=[O:26])[C:24]([CH2:27][C:28]2[CH:33]=[CH:32][C:31]([C:34]3[C:35]([C:40]#[N:41])=[CH:36][CH:37]=[CH:38][CH:39]=3)=[CH:30][CH:29]=2)=[C:23]([CH2:42][CH2:43][CH2:44][CH3:45])[N:22]=[C:21]1[CH2:46][CH3:47])[C:14]1[CH:19]=[CH:18][CH:17]=[CH:16][CH:15]=1, predict the reaction product. The product is: [CH2:13]([N:20]1[C:25](=[O:26])[C:24]([CH2:27][C:28]2[CH:33]=[CH:32][C:31]([C:34]3[CH:39]=[CH:38][CH:37]=[CH:36][C:35]=3[C:40]3[NH:3][C:4](=[O:7])[O:5][N:41]=3)=[CH:30][CH:29]=2)=[C:23]([CH2:42][CH2:43][CH2:44][CH3:45])[N:22]=[C:21]1[CH2:46][CH3:47])[C:14]1[CH:15]=[CH:16][CH:17]=[CH:18][CH:19]=1. (6) Given the reactants [CH:1]1([CH2:4][NH:5][S:6]([CH3:9])(=[O:8])=[O:7])[CH2:3][CH2:2]1.[H-].[Na+].[Cl:12][C:13]1[N:18]=[C:17](Cl)[CH:16]=[CH:15][N:14]=1.[NH4+].[Cl-], predict the reaction product. The product is: [Cl:12][C:13]1[N:18]=[C:17]([N:5]([CH2:4][CH:1]2[CH2:3][CH2:2]2)[S:6]([CH3:9])(=[O:8])=[O:7])[CH:16]=[CH:15][N:14]=1.